Dataset: Forward reaction prediction with 1.9M reactions from USPTO patents (1976-2016). Task: Predict the product of the given reaction. (1) Given the reactants [Cl:1][C:2]1[CH:7]=[CH:6][C:5]([C@H:8]2[N:15]3[C:11]([S:12][C:13]([C:19](O)=[O:20])=[C:14]3[CH2:16][O:17][CH3:18])=[N:10][C@H:9]2[C:22]2[CH:27]=[CH:26][C:25]([Cl:28])=[CH:24][CH:23]=2)=[CH:4][CH:3]=1.[NH:29]1[CH2:34][CH2:33][NH:32][CH2:31][C:30]1=[O:35], predict the reaction product. The product is: [Cl:1][C:2]1[CH:7]=[CH:6][C:5]([C@H:8]2[N:15]3[C:11]([S:12][C:13]([C:19]([N:32]4[CH2:33][CH2:34][NH:29][C:30](=[O:35])[CH2:31]4)=[O:20])=[C:14]3[CH2:16][O:17][CH3:18])=[N:10][C@H:9]2[C:22]2[CH:27]=[CH:26][C:25]([Cl:28])=[CH:24][CH:23]=2)=[CH:4][CH:3]=1. (2) Given the reactants [F:1][C:2]1[CH:27]=[CH:26][CH:25]=[C:24]([F:28])[C:3]=1[C:4]([NH:6][C:7]1[S:8][C:9]([C:14]2[CH:19]=[CH:18][CH:17]=[C:16]([C:20]([F:23])([F:22])[F:21])[CH:15]=2)=[C:10]([CH:12]=O)[N:11]=1)=[O:5].[N+](=[C:31](P(=O)(OC)OC)C(=O)C)=[N-].C([O-])([O-])=O.[K+].[K+], predict the reaction product. The product is: [C:12]([C:10]1[N:11]=[C:7]([NH:6][C:4](=[O:5])[C:3]2[C:2]([F:1])=[CH:27][CH:26]=[CH:25][C:24]=2[F:28])[S:8][C:9]=1[C:14]1[CH:19]=[CH:18][CH:17]=[C:16]([C:20]([F:23])([F:22])[F:21])[CH:15]=1)#[CH:31].